Dataset: Forward reaction prediction with 1.9M reactions from USPTO patents (1976-2016). Task: Predict the product of the given reaction. (1) Given the reactants [Cl:1][C:2]1[CH:3]=[C:4]([NH:15][C:16]2[C:25]3[C:20](=[CH:21][C:22](F)=[C:23]([O:26][CH2:27][CH3:28])[CH:24]=3)[N:19]=[CH:18][C:17]=2[C:30]#[N:31])[CH:5]=[CH:6][C:7]=1[S:8][C:9]1[N:10]([CH3:14])[CH:11]=[CH:12][N:13]=1.[CH3:32][N:33]1[CH2:37][CH2:36][CH2:35][C:34]1=O, predict the reaction product. The product is: [Cl:1][C:2]1[CH:3]=[C:4]([NH:15][C:16]2[C:25]3[C:20](=[CH:21][C:22]([N:15]4[CH2:16][CH2:17][CH:32]([N:33]5[CH2:37][CH2:36][CH2:35][CH2:34]5)[CH2:3][CH2:4]4)=[C:23]([O:26][CH2:27][CH3:28])[CH:24]=3)[N:19]=[CH:18][C:17]=2[C:30]#[N:31])[CH:5]=[CH:6][C:7]=1[S:8][C:9]1[N:10]([CH3:14])[CH:11]=[CH:12][N:13]=1. (2) Given the reactants [F:1][C:2]1[CH:3]=[CH:4][C:5]([N+:9]([O-:11])=[O:10])=[C:6]([OH:8])[CH:7]=1.[CH2:12](Br)[C:13]1[CH:18]=[CH:17][CH:16]=[CH:15][CH:14]=1.C(=O)([O-])[O-].[K+].[K+].[I-].[Na+], predict the reaction product. The product is: [CH2:12]([O:8][C:6]1[CH:7]=[C:2]([F:1])[CH:3]=[CH:4][C:5]=1[N+:9]([O-:11])=[O:10])[C:13]1[CH:18]=[CH:17][CH:16]=[CH:15][CH:14]=1.